From a dataset of Full USPTO retrosynthesis dataset with 1.9M reactions from patents (1976-2016). Predict the reactants needed to synthesize the given product. The reactants are: [NH2:1][C:2]1[C:11]([C:12]([O:14][CH3:15])=[O:13])=[CH:10][C:9]2[C:4](=[CH:5][C:6]([O:18][CH2:19][CH2:20][Cl:21])=[C:7]([O:16][CH3:17])[CH:8]=2)[N:3]=1.CO[CH:24](OC)[N:25]([CH3:27])[CH3:26].C1(C)C=CC(S(O)(=O)=O)=CC=1.C(OCC)C. Given the product [Cl:21][CH2:20][CH2:19][O:18][C:6]1[CH:5]=[C:4]2[C:9]([CH:10]=[C:11]([C:12]([O:14][CH3:15])=[O:13])[C:2](/[N:1]=[CH:24]/[N:25]([CH3:27])[CH3:26])=[N:3]2)=[CH:8][C:7]=1[O:16][CH3:17], predict the reactants needed to synthesize it.